Task: Predict which catalyst facilitates the given reaction.. Dataset: Catalyst prediction with 721,799 reactions and 888 catalyst types from USPTO (1) The catalyst class is: 127. Product: [F:26][C:23]1[CH:22]=[CH:21][C:20]([CH2:19][O:18][C:13]2[CH:14]=[C:15]3[C:10](=[CH:11][CH:12]=2)[C:9](=[O:27])[N:8]([C:5]([CH3:6])([CH3:7])[C:4]([OH:28])=[O:3])[CH2:17][CH2:16]3)=[CH:25][CH:24]=1. Reactant: C([O:3][C:4](=[O:28])[C:5]([N:8]1[CH2:17][CH2:16][C:15]2[C:10](=[CH:11][CH:12]=[C:13]([O:18][CH2:19][C:20]3[CH:25]=[CH:24][C:23]([F:26])=[CH:22][CH:21]=3)[CH:14]=2)[C:9]1=[O:27])([CH3:7])[CH3:6])C.[OH-].[Li+]. (2) Reactant: IC.[Br:3][C:4]1[CH:9]=[C:8]([C:10]([CH3:13])([CH3:12])[CH3:11])[CH:7]=[CH:6][C:5]=1[OH:14].[C:15](=O)([O-])[O-].[K+].[K+]. Product: [Br:3][C:4]1[CH:9]=[C:8]([C:10]([CH3:11])([CH3:13])[CH3:12])[CH:7]=[CH:6][C:5]=1[O:14][CH3:15]. The catalyst class is: 21. (3) Reactant: [CH2:1]([O:9][C:10]1[CH:11]=[C:12]2[C:16](=[CH:17][CH:18]=1)[NH:15][CH:14]=[CH:13]2)[CH2:2][C:3]1[CH:8]=[CH:7][CH:6]=[CH:5][CH:4]=1.[NH2:19][C:20]1[N:25]=[C:24](Cl)[CH:23]=[CH:22][N:21]=1. Product: [CH2:1]([O:9][C:10]1[CH:11]=[C:12]2[C:16](=[CH:17][CH:18]=1)[N:15]([C:22]1[CH:23]=[CH:24][N:25]=[C:20]([NH2:19])[N:21]=1)[CH:14]=[CH:13]2)[CH2:2][C:3]1[CH:4]=[CH:5][CH:6]=[CH:7][CH:8]=1. The catalyst class is: 6. (4) Reactant: [Br:1][C:2]1[CH:7]=[CH:6][C:5]([O:8][CH2:9][CH2:10][CH2:11]Br)=[CH:4][CH:3]=1.[NH:13]1[CH2:18][CH2:17][O:16][CH2:15][C:14]1=[O:19].[H-].[Na+].C(OCC)(=O)C. Product: [Br:1][C:2]1[CH:7]=[CH:6][C:5]([O:8][CH2:9][CH2:10][CH2:11][N:13]2[CH2:18][CH2:17][O:16][CH2:15][C:14]2=[O:19])=[CH:4][CH:3]=1. The catalyst class is: 3. (5) Reactant: [F:1][C:2]([F:19])([F:18])[C:3]([N:5]([CH3:17])[C:6]1[S:10][C:9]([C:11]2[CH:12]=[N:13][CH:14]=[CH:15][CH:16]=2)=[N:8][CH:7]=1)=[O:4].[Cl:20]N1C(=O)CCC1=O. Product: [Cl:20][C:7]1[N:8]=[C:9]([C:11]2[CH:12]=[N:13][CH:14]=[CH:15][CH:16]=2)[S:10][C:6]=1[N:5]([CH3:17])[C:3](=[O:4])[C:2]([F:18])([F:1])[F:19]. The catalyst class is: 10. (6) Reactant: Br[CH2:2][C:3]([C:5]1[CH:6]=[CH:7][C:8]([N:11]2[CH:15]=[N:14][CH:13]=[N:12]2)=[N:9][CH:10]=1)=O.[NH2:16][C:17]1[CH:22]=[CH:21][C:20]([I:23])=[CH:19][N:18]=1. Product: [I:23][C:20]1[CH:21]=[CH:22][C:17]2[N:18]([CH:2]=[C:3]([C:5]3[CH:6]=[CH:7][C:8]([N:11]4[CH:15]=[N:14][CH:13]=[N:12]4)=[N:9][CH:10]=3)[N:16]=2)[CH:19]=1. The catalyst class is: 10.